Dataset: Forward reaction prediction with 1.9M reactions from USPTO patents (1976-2016). Task: Predict the product of the given reaction. (1) Given the reactants [CH2:1](Cl)CCl.C1C=CC2N(O)N=NC=2C=1.C(O)=O.[NH:18]([C:20]1[N:29]=[CH:28][CH:27]=[C:26]2[C:21]=1[CH:22]=[C:23]([C:48]1[CH:53]=[CH:52][CH:51]=[CH:50][CH:49]=1)[C:24]([C:30]1[CH:35]=[CH:34][C:33]([C:36]3([NH:40][C:41](=[O:47])[O:42][C:43]([CH3:46])([CH3:45])[CH3:44])[CH2:39][CH2:38][CH2:37]3)=[CH:32][CH:31]=1)=[N:25]2)[NH2:19], predict the reaction product. The product is: [C:48]1([C:23]2[C:24]([C:30]3[CH:35]=[CH:34][C:33]([C:36]4([NH:40][C:41](=[O:47])[O:42][C:43]([CH3:46])([CH3:45])[CH3:44])[CH2:39][CH2:38][CH2:37]4)=[CH:32][CH:31]=3)=[N:25][C:26]3[CH:27]=[CH:28][N:29]4[CH:1]=[N:19][N:18]=[C:20]4[C:21]=3[CH:22]=2)[CH:49]=[CH:50][CH:51]=[CH:52][CH:53]=1. (2) Given the reactants C[O:2][C:3]1[CH:8]=[CH:7][C:6]([P:9](=[O:22])([C:14]2[CH:19]=[CH:18][C:17]([O:20]C)=[CH:16][CH:15]=2)[C:10]([CH3:13])([CH3:12])[CH3:11])=[CH:5][CH:4]=1.Br.[Br-].[K+].S([O-])([O-])=O.[Na+].[Na+].CBr, predict the reaction product. The product is: [OH:2][C:3]1[CH:8]=[CH:7][C:6]([P:9](=[O:22])([C:14]2[CH:15]=[CH:16][C:17]([OH:20])=[CH:18][CH:19]=2)[C:10]([CH3:13])([CH3:11])[CH3:12])=[CH:5][CH:4]=1. (3) Given the reactants [CH3:1][O:2][C:3](=[O:29])[C:4]1[CH:9]=[CH:8][CH:7]=[C:6]([N:10]2[CH2:14][C:13](=[O:15])[N:12](CC3C=CC(OC)=CC=3OC)[S:11]2(=[O:28])=[O:27])[CH:5]=1, predict the reaction product. The product is: [CH3:1][O:2][C:3](=[O:29])[C:4]1[CH:9]=[CH:8][CH:7]=[C:6]([N:10]2[CH2:14][C:13](=[O:15])[NH:12][S:11]2(=[O:28])=[O:27])[CH:5]=1. (4) Given the reactants C(O[C:4]([N:6]1[CH2:11][CH2:10][CH:9]([N:12]([CH2:22][C:23]2[CH:28]=[CH:27][CH:26]=[CH:25][CH:24]=2)[C:13]2[CH:14]=[C:15]3[C:19](=[CH:20][CH:21]=2)[NH:18][CH:17]=[CH:16]3)[CH2:8][CH2:7]1)=O)C.[H-].[Al+3].[Li+].[H-].[H-].[H-], predict the reaction product. The product is: [CH2:22]([N:12]([C:13]1[CH:14]=[C:15]2[C:19](=[CH:20][CH:21]=1)[NH:18][CH:17]=[CH:16]2)[CH:9]1[CH2:10][CH2:11][N:6]([CH3:4])[CH2:7][CH2:8]1)[C:23]1[CH:28]=[CH:27][CH:26]=[CH:25][CH:24]=1. (5) The product is: [F:13][C:14]1[CH:15]=[CH:16][C:17]([S:20]([N:23]2[CH2:28][CH2:27][CH:26]([CH2:29][N:10]3[CH2:9][CH2:8][N:7]([C:2]4[CH:3]=[CH:4][CH:5]=[CH:6][N:1]=4)[CH2:12][CH2:11]3)[CH2:25][CH2:24]2)(=[O:21])=[O:22])=[CH:18][CH:19]=1. Given the reactants [N:1]1[CH:6]=[CH:5][CH:4]=[CH:3][C:2]=1[N:7]1[CH2:12][CH2:11][NH:10][CH2:9][CH2:8]1.[F:13][C:14]1[CH:19]=[CH:18][C:17]([S:20]([N:23]2[CH2:28][CH2:27][CH:26]([CH2:29]OS(C3C=CC(F)=CC=3)(=O)=O)[CH2:25][CH2:24]2)(=[O:22])=[O:21])=[CH:16][CH:15]=1, predict the reaction product. (6) Given the reactants C(OC([N:8]1[CH2:13][CH2:12][N:11]([C:14]([C:16]2[C:24]3[C:19](=[CH:20][CH:21]=[C:22]([O:25][CH3:26])[CH:23]=3)[N:18]([C:27]3[CH:32]=[CH:31][CH:30]=[CH:29][CH:28]=3)[C:17]=2[CH2:33][C:34]2[CH:39]=[CH:38][CH:37]=[C:36]([F:40])[C:35]=2[CH3:41])=[O:15])[CH2:10][CH2:9]1)=O)(C)(C)C.[C:42]([OH:48])([C:44]([F:47])([F:46])[F:45])=[O:43], predict the reaction product. The product is: [F:40][C:36]1[C:35]([CH3:41])=[C:34]([CH:39]=[CH:38][CH:37]=1)[CH2:33][C:17]1[N:18]([C:27]2[CH:28]=[CH:29][CH:30]=[CH:31][CH:32]=2)[C:19]2[C:24]([C:16]=1[C:14]([N:11]1[CH2:10][CH2:9][NH:8][CH2:13][CH2:12]1)=[O:15])=[CH:23][C:22]([O:25][CH3:26])=[CH:21][CH:20]=2.[F:45][C:44]([F:47])([F:46])[C:42]([OH:48])=[O:43].[F:40][C:36]1[C:35]([CH3:41])=[C:34]([CH:39]=[CH:38][CH:37]=1)[CH2:33][C:17]1[N:18]([C:27]2[CH:28]=[CH:29][CH:30]=[CH:31][CH:32]=2)[C:19]2[C:24]([C:16]=1[C:14]([N:11]1[CH2:10][CH2:9][NH:8][CH2:13][CH2:12]1)=[O:15])=[CH:23][C:22]([O:25][CH3:26])=[CH:21][CH:20]=2.